From a dataset of Reaction yield outcomes from USPTO patents with 853,638 reactions. Predict the reaction yield, written as a fraction of the theoretical maximum amount of product (1.0 means a 100% yield; for example, 0.34 means a 34% yield). (1) The reactants are Cl.[NH2:2][C@@H:3]([CH2:24][CH:25]1[CH2:30][CH2:29][CH2:28][CH2:27][CH2:26]1)[C:4]([NH:6][C@H:7]1[CH2:13][CH2:12][CH2:11][N:10]([S:14]([C:17]2[CH:22]=[CH:21][CH:20]=[CH:19][N:18]=2)(=[O:16])=[O:15])[CH2:9][C@@H:8]1[OH:23])=[O:5].[CH3:31][C:32]1[O:33][CH:34]=[CH:35][C:36]=1[C:37](O)=[O:38].CC(OI1(OC(C)=O)(OC(C)=O)OC(=O)C2C=CC=CC1=2)=O. No catalyst specified. The product is [CH:25]1([CH2:24][C@H:3]([NH:2][C:37]([C:36]2[CH:35]=[CH:34][O:33][C:32]=2[CH3:31])=[O:38])[C:4](=[O:5])[NH:6][C@H:7]2[CH2:13][CH2:12][CH2:11][N:10]([S:14]([C:17]3[CH:22]=[CH:21][CH:20]=[CH:19][N:18]=3)(=[O:15])=[O:16])[CH2:9][C:8]2=[O:23])[CH2:30][CH2:29][CH2:28][CH2:27][CH2:26]1. The yield is 0.220. (2) The reactants are C[O:2][C:3]1[N:8]=[CH:7][C:6]([CH2:9][N:10]2[C:18]3[C:13](=[CH:14][CH:15]=[CH:16][CH:17]=3)[C:12]3([C:30]4[C:21](=[CH:22][C:23]5[O:28][CH2:27][CH2:26][O:25][C:24]=5[CH:29]=4)[O:20][CH2:19]3)[C:11]2=[O:31])=[CH:5][CH:4]=1.[I-].[Na+].Cl[Si](C)(C)C.S(=O)(O)[O-].[Na+]. The catalyst is O.C(#N)C.C(OCC)(=O)C. The product is [O:2]=[C:3]1[NH:8][CH:7]=[C:6]([CH2:9][N:10]2[C:18]3[C:13](=[CH:14][CH:15]=[CH:16][CH:17]=3)[C:12]3([C:30]4[C:21](=[CH:22][C:23]5[O:28][CH2:27][CH2:26][O:25][C:24]=5[CH:29]=4)[O:20][CH2:19]3)[C:11]2=[O:31])[CH:5]=[CH:4]1. The yield is 0.630. (3) The reactants are [CH2:1]([O:3][C:4](=[O:23])[C:5]1[CH:10]=[CH:9][C:8]([NH:11][C:12](=[O:22])[C:13]2[CH:18]=[CH:17][CH:16]=[C:15]([N+:19]([O-])=O)[CH:14]=2)=[CH:7][CH:6]=1)[CH3:2].[Sn].Cl. The catalyst is C1COCC1. The product is [CH2:1]([O:3][C:4](=[O:23])[C:5]1[CH:6]=[CH:7][C:8]([NH:11][C:12](=[O:22])[C:13]2[CH:18]=[CH:17][CH:16]=[C:15]([NH2:19])[CH:14]=2)=[CH:9][CH:10]=1)[CH3:2]. The yield is 0.800. (4) The reactants are CN(OC)[C:3]([C:5]1[N:6]=[CH:7][N:8]2[C:13]3[CH:14]=[CH:15][CH:16]=[C:17]([CH2:18][CH2:19][N:20]4[CH2:25][CH2:24][CH:23]([C:26]5[CH:35]=[CH:34][CH:33]=[C:32]6[C:27]=5[CH:28]=[CH:29][C:30]([CH3:36])=[N:31]6)[CH2:22][CH2:21]4)[C:12]=3[O:11][CH2:10][C:9]=12)=[O:4].[CH3:39][Mg]Br.[ClH:42].C([O-])(O)=O.[Na+]. The catalyst is C1COCC1.C(OCC)C. The product is [ClH:42].[ClH:42].[CH3:36][C:30]1[CH:29]=[CH:28][C:27]2[C:32](=[CH:33][CH:34]=[CH:35][C:26]=2[CH:23]2[CH2:22][CH2:21][N:20]([CH2:19][CH2:18][C:17]3[C:12]4[O:11][CH2:10][C:9]5=[C:5]([C:3](=[O:4])[CH3:39])[N:6]=[CH:7][N:8]5[C:13]=4[CH:14]=[CH:15][CH:16]=3)[CH2:25][CH2:24]2)[N:31]=1. The yield is 0.500. (5) The reactants are [Br:1][C:2]1[CH:10]=[CH:9][C:5]([C:6]([OH:8])=[O:7])=[CH:4][CH:3]=1.[CH:11](O)([CH3:13])[CH3:12]. No catalyst specified. The product is [Br:1][C:2]1[CH:10]=[CH:9][C:5]([C:6]([O:8][CH:11]([CH3:13])[CH3:12])=[O:7])=[CH:4][CH:3]=1. The yield is 0.970. (6) The reactants are [Br:1][C:2]1[C:3](=O)[NH:4][CH:5]=[N:6][C:7]=1[C:8]([F:11])([F:10])[F:9].P(Cl)(Cl)([Cl:15])=O. No catalyst specified. The product is [Br:1][C:2]1[C:3]([Cl:15])=[N:4][CH:5]=[N:6][C:7]=1[C:8]([F:11])([F:10])[F:9]. The yield is 1.00. (7) The reactants are Br[C:2]1[CH:3]=[C:4]([C:12]2[CH:17]=[CH:16][N:15]=[CH:14][CH:13]=2)[S:5][C:6]=1[C:7]1[NH:11][CH:10]=[N:9][N:8]=1.O1CCCC1.[Li]CCCC.[CH3:28][O:29][C:30]1[CH:37]=[CH:36][C:33]([CH:34]=[O:35])=[CH:32][CH:31]=1. The product is [CH3:28][O:29][C:30]1[CH:37]=[CH:36][C:33]([CH:34]([C:2]2[CH:3]=[C:4]([C:12]3[CH:17]=[CH:16][N:15]=[CH:14][CH:13]=3)[S:5][C:6]=2[C:7]2[NH:11][CH:10]=[N:9][N:8]=2)[OH:35])=[CH:32][CH:31]=1. No catalyst specified. The yield is 0.235. (8) The reactants are [OH-].[Na+].C[O:4][C:5]([C:7]1([NH:13][C:14]([C:16]2[CH:21]=[CH:20][C:19]([CH2:22][N:23]([CH3:25])[CH3:24])=[CH:18][CH:17]=2)=[O:15])[CH2:12][CH2:11][CH2:10][CH2:9][CH2:8]1)=O.Cl.C(N(CC)CC)C.Cl.C(N=C=NCCCN(C)C)C. The catalyst is O1CCCC1.C(Cl)Cl. The product is [CH3:24][N:23]([CH2:22][C:19]1[CH:20]=[CH:21][C:16]([C:14]2[O:15][C:5](=[O:4])[C:7]3([CH2:12][CH2:11][CH2:10][CH2:9][CH2:8]3)[N:13]=2)=[CH:17][CH:18]=1)[CH3:25]. The yield is 0.800. (9) The catalyst is [Pd]. The reactants are [F:1][C:2]([F:11])([C:5]1[CH:10]=[CH:9][CH:8]=[CH:7][CH:6]=1)[CH2:3]N.N(CC(C1C=CC=CC=1)(F)F)=[N+]=[N-].CC[O:27]C(C)=O. The yield is 0.980. The product is [F:1][C:2]([F:11])([C:5]1[CH:10]=[CH:9][CH:8]=[CH:7][CH:6]=1)[CH2:3][OH:27]. (10) The reactants are [S:1]1[CH:5]=[CH:4][C:3]2[C:6](=[O:14])[C:7]3[S:8][CH:9]=[CH:10][C:11]=3[C:12](=[O:13])[C:2]1=2.[OH-].[Na+].[CH2:17]([CH:25](OS(C1C=CC(C)=CC=1)(=O)=O)[CH2:26][CH2:27][CH2:28][CH2:29][CH2:30][CH2:31][CH2:32][CH3:33])[CH2:18][CH2:19][CH2:20][CH2:21][CH2:22][CH2:23][CH3:24]. The catalyst is [Br-].C([N+](CCCC)(CCCC)CCCC)CCC.[Zn].O. The product is [CH2:17]([CH:25]([O:14][C:6]1[C:7]2[S:8][CH:9]=[CH:10][C:11]=2[C:12]([O:13][CH:25]([CH2:17][CH2:18][CH2:19][CH2:20][CH2:21][CH2:22][CH2:23][CH3:24])[CH2:26][CH2:27][CH2:28][CH2:29][CH2:30][CH2:31][CH2:32][CH3:33])=[C:2]2[S:1][CH:5]=[CH:4][C:3]=12)[CH2:26][CH2:27][CH2:28][CH2:29][CH2:30][CH2:31][CH2:32][CH3:33])[CH2:18][CH2:19][CH2:20][CH2:21][CH2:22][CH2:23][CH3:24]. The yield is 0.460.